From a dataset of Reaction yield outcomes from USPTO patents with 853,638 reactions. Predict the reaction yield, written as a fraction of the theoretical maximum amount of product (1.0 means a 100% yield; for example, 0.34 means a 34% yield). (1) The reactants are [CH3:1][NH:2][N:3]=[CH:4][C:5](=[O:7])[CH3:6].[CH2:8]([C:13]1[CH:18]=[CH:17][C:16]([C:19](=O)[CH:20]=[O:21])=[CH:15][CH:14]=1)[CH2:9][CH2:10][CH2:11][CH3:12]. The catalyst is C(O)(=O)C. The product is [CH2:8]([C:13]1[CH:18]=[CH:17][C:16]([C:19]2[N:2]([CH3:1])[N:3]=[C:4]([C:5](=[O:7])[CH3:6])[C:20]=2[OH:21])=[CH:15][CH:14]=1)[CH2:9][CH2:10][CH2:11][CH3:12]. The yield is 0.103. (2) The reactants are Cl[C:2]1[CH:7]=[C:6]([O:8][C:9]2[C:14]([F:15])=[CH:13][C:12]([NH:16][C:17]([C:19]3([C:22]([NH:24][C:25]4[CH:30]=[CH:29][C:28]([F:31])=[CH:27][CH:26]=4)=[O:23])[CH2:21][CH2:20]3)=[O:18])=[C:11]([F:32])[CH:10]=2)[CH:5]=[CH:4][N:3]=1.[C:33]([NH2:37])(=[O:36])[CH2:34][CH3:35].CC1(C)C2C(=C(P(C3C=CC=CC=3)C3C=CC=CC=3)C=CC=2)OC2C(P(C3C=CC=CC=3)C3C=CC=CC=3)=CC=CC1=2.C(=O)([O-])[O-].[Cs+].[Cs+]. The catalyst is O1CCOCC1.C1C=CC(/C=C/C(/C=C/C2C=CC=CC=2)=O)=CC=1.C1C=CC(/C=C/C(/C=C/C2C=CC=CC=2)=O)=CC=1.C1C=CC(/C=C/C(/C=C/C2C=CC=CC=2)=O)=CC=1.[Pd].[Pd]. The product is [F:32][C:11]1[CH:10]=[C:9]([O:8][C:6]2[CH:5]=[CH:4][N:3]=[C:2]([NH:37][C:33](=[O:36])[CH2:34][CH3:35])[CH:7]=2)[C:14]([F:15])=[CH:13][C:12]=1[NH:16][C:17]([C:19]1([C:22]([NH:24][C:25]2[CH:30]=[CH:29][C:28]([F:31])=[CH:27][CH:26]=2)=[O:23])[CH2:21][CH2:20]1)=[O:18]. The yield is 0.607. (3) The reactants are Cl.[CH:2]1([CH2:8][N:9]2[C:13]3[CH:14]=[CH:15][C:16]([NH2:18])=[CH:17][C:12]=3[N:11]=[C:10]2[C:19]([CH3:23])([CH3:22])[CH2:20][CH3:21])[CH2:7][CH2:6][CH2:5][CH2:4][CH2:3]1.C(N(C(C)C)CC)(C)C.[CH:33]([N:36]=[C:37]=[O:38])([CH3:35])[CH3:34]. The catalyst is ClCCCl. The product is [CH:2]1([CH2:8][N:9]2[C:13]3[CH:14]=[CH:15][C:16]([NH:18][C:37]([NH:36][CH:33]([CH3:35])[CH3:34])=[O:38])=[CH:17][C:12]=3[N:11]=[C:10]2[C:19]([CH3:22])([CH3:23])[CH2:20][CH3:21])[CH2:3][CH2:4][CH2:5][CH2:6][CH2:7]1. The yield is 0.710. (4) The reactants are [F:1][C:2]([F:15])([F:14])[C:3]1[CH:4]=[C:5]2[C:10](=[CH:11][CH:12]=1)[N:9]=[CH:8][NH:7][C:6]2=[O:13].C(=O)([O-])[O-].[Cs+].[Cs+].Br[CH2:23][C:24]1[CH:25]=[C:26]([CH:29]=[CH:30][C:31]=1[S:32]([CH2:35][CH3:36])(=[O:34])=[O:33])[C:27]#[N:28].C(OCC)(=O)C. The catalyst is CN(C=O)C. The product is [CH2:35]([S:32]([C:31]1[CH:30]=[CH:29][C:26]([C:27]#[N:28])=[CH:25][C:24]=1[CH2:23][N:7]1[C:6](=[O:13])[C:5]2[C:10](=[CH:11][CH:12]=[C:3]([C:2]([F:1])([F:14])[F:15])[CH:4]=2)[N:9]=[CH:8]1)(=[O:34])=[O:33])[CH3:36]. The yield is 0.540. (5) The reactants are [Si:1]([O:8][C@@H:9]1[C@H:13]([CH2:14][O:15][Si:16]([C:19]([CH3:22])([CH3:21])[CH3:20])([CH3:18])[CH3:17])[CH2:12][C@@H:11]([NH2:23])[CH2:10]1)([C:4]([CH3:7])([CH3:6])[CH3:5])([CH3:3])[CH3:2].[Cl:24][C:25]1[CH:30]=[C:29](Cl)[N:28]=[CH:27][N:26]=1.CCN(CC)CC. The catalyst is CCO. The product is [Si:1]([O:8][C@@H:9]1[C@H:13]([CH2:14][O:15][Si:16]([C:19]([CH3:22])([CH3:21])[CH3:20])([CH3:17])[CH3:18])[CH2:12][C@@H:11]([NH:23][C:29]2[CH:30]=[C:25]([Cl:24])[N:26]=[CH:27][N:28]=2)[CH2:10]1)([C:4]([CH3:7])([CH3:6])[CH3:5])([CH3:3])[CH3:2]. The yield is 0.570. (6) The reactants are [Cl:1][C:2]1[C:17]([Cl:18])=[CH:16][C:5]([CH2:6][NH:7][C:8]([CH:10]2[CH2:15][CH2:14][NH:13][CH2:12][CH2:11]2)=[O:9])=[C:4]([O:19][CH3:20])[CH:3]=1.O=[C:22]1[CH2:25][N:24]([C:26]([O:28][C:29]([CH3:32])([CH3:31])[CH3:30])=[O:27])[CH2:23]1.CC(O)=O. The catalyst is CO. The product is [Cl:1][C:2]1[C:17]([Cl:18])=[CH:16][C:5]([CH2:6][NH:7][C:8]([CH:10]2[CH2:11][CH2:12][N:13]([CH:22]3[CH2:23][N:24]([C:26]([O:28][C:29]([CH3:32])([CH3:31])[CH3:30])=[O:27])[CH2:25]3)[CH2:14][CH2:15]2)=[O:9])=[C:4]([O:19][CH3:20])[CH:3]=1. The yield is 0.180. (7) The reactants are [NH2:1][C:2]1[C:3]([C:8]([O:10][CH3:11])=[O:9])=[N:4][CH:5]=[CH:6][N:7]=1.[Br:12]N1C(=O)CCC1=O. The catalyst is CC#N. The product is [NH2:1][C:2]1[C:3]([C:8]([O:10][CH3:11])=[O:9])=[N:4][C:5]([Br:12])=[CH:6][N:7]=1. The yield is 0.920. (8) The reactants are [Br:1][C:2]1[CH:3]=[C:4]([S:8]([NH2:11])(=[O:10])=[O:9])[CH:5]=[CH:6][CH:7]=1.[C:12](OC(=O)C)(=[O:14])[CH3:13]. The catalyst is N1C=CC=CC=1.CN(C1C=CN=CC=1)C.C(OCC)(=O)C. The product is [Br:1][C:2]1[CH:3]=[C:4]([S:8]([NH:11][C:12](=[O:14])[CH3:13])(=[O:9])=[O:10])[CH:5]=[CH:6][CH:7]=1. The yield is 0.510. (9) The reactants are Br[CH2:2][C:3]([CH3:5])=[CH2:4].[Br:6][C:7]1[CH:12]=[CH:11][C:10]([N+:13]([O-:15])=[O:14])=[CH:9][C:8]=1[NH:16][C:17](=[O:19])[CH3:18].C(=O)([O-])[O-].[K+].[K+]. The catalyst is CN(C=O)C. The product is [Br:6][C:7]1[CH:12]=[CH:11][C:10]([N+:13]([O-:15])=[O:14])=[CH:9][C:8]=1[N:16]([CH2:2][C:3]([CH3:5])=[CH2:4])[C:17](=[O:19])[CH3:18]. The yield is 0.850.